This data is from Reaction yield outcomes from USPTO patents with 853,638 reactions. The task is: Predict the reaction yield, written as a fraction of the theoretical maximum amount of product (1.0 means a 100% yield; for example, 0.34 means a 34% yield). (1) The reactants are I[C:2]1[CH:7]=[CH:6][CH:5]=[CH:4][N:3]=1.[CH2:8]([C:12]1[N:16]([CH3:17])[C:15]2[CH:18]=[CH:19][C:20]([F:22])=[CH:21][C:14]=2[N:13]=1)[CH2:9][C:10]#[CH:11]. No catalyst specified. The product is [F:22][C:20]1[CH:19]=[CH:18][C:15]2[N:16]([CH3:17])[C:12]([CH2:8][CH2:9][C:10]#[C:11][C:2]3[CH:7]=[CH:6][CH:5]=[CH:4][N:3]=3)=[N:13][C:14]=2[CH:21]=1. The yield is 0.270. (2) The reactants are Cl[CH2:2][C:3]1[CH:4]=[C:5]([CH:18]=[CH:19][CH:20]=1)[O:6][C:7]1[N:12]=[C:11]([CH3:13])[C:10]([C:14]([F:17])([F:16])[F:15])=[CH:9][CH:8]=1.[P:21]([O:28]CC)([O:25][CH2:26][CH3:27])[O:22][CH2:23][CH3:24]. The catalyst is C(OCC)(=O)C. The product is [CH2:23]([O:22][P:21]([CH2:2][C:3]1[CH:4]=[C:5]([CH:18]=[CH:19][CH:20]=1)[O:6][C:7]1[N:12]=[C:11]([CH3:13])[C:10]([C:14]([F:17])([F:16])[F:15])=[CH:9][CH:8]=1)([O:25][CH2:26][CH3:27])=[O:28])[CH3:24]. The yield is 0.970.